This data is from Reaction yield outcomes from USPTO patents with 853,638 reactions. The task is: Predict the reaction yield, written as a fraction of the theoretical maximum amount of product (1.0 means a 100% yield; for example, 0.34 means a 34% yield). (1) The reactants are Cl[CH2:2][CH2:3][CH2:4][N:5]1[C:10]2[CH:11]=[C:12]([O:15][CH3:16])[CH:13]=[CH:14][C:9]=2[O:8][CH2:7][C:6]1=[O:17].C([O-])([O-])=O.[K+].[K+].[Na+].[I-].[CH2:26]([CH:30]1[CH2:35][CH2:34][NH:33][CH2:32][CH2:31]1)[CH2:27][CH2:28][CH3:29]. The catalyst is CCCCCCC.CCOC(C)=O. The product is [CH2:26]([CH:30]1[CH2:35][CH2:34][N:33]([CH2:2][CH2:3][CH2:4][N:5]2[C:10]3[CH:11]=[C:12]([O:15][CH3:16])[CH:13]=[CH:14][C:9]=3[O:8][CH2:7][C:6]2=[O:17])[CH2:32][CH2:31]1)[CH2:27][CH2:28][CH3:29]. The yield is 0.850. (2) The reactants are [CH:1]1([C:6]2([CH2:14][CH2:15][C:16]3[CH:21]=[CH:20][C:19]([C:22]([CH3:26])([CH3:25])[C:23]#[N:24])=[C:18]([F:27])[CH:17]=3)[CH2:11][C:10](=[O:12])[CH2:9][C:8](=[O:13])[O:7]2)[CH2:5][CH2:4][CH2:3][CH2:2]1.O.Cl.[CH3:30][N:31]1[C:35]([CH:36]=O)=[N:34][C:33]([C:38]2[CH:43]=[CH:42][CH:41]=[C:40]([CH3:44])[N:39]=2)=[N:32]1.C(N(CC)CC)C.Cl. The catalyst is C(O)(C)C.O. The product is [CH:1]1([C:6]2([CH2:14][CH2:15][C:16]3[CH:21]=[CH:20][C:19]([C:22]([CH3:25])([CH3:26])[C:23]#[N:24])=[C:18]([F:27])[CH:17]=3)[CH2:11][C:10]([OH:12])=[C:9]([CH2:36][C:35]3[N:31]([CH3:30])[N:32]=[C:33]([C:38]4[CH:43]=[CH:42][CH:41]=[C:40]([CH3:44])[N:39]=4)[N:34]=3)[C:8](=[O:13])[O:7]2)[CH2:5][CH2:4][CH2:3][CH2:2]1. The yield is 0.380. (3) The reactants are [OH:1][CH:2]([C:4]1[CH:9]=[CH:8][C:7]([CH3:10])=[C:6]([F:11])[CH:5]=1)[CH3:3].C1C=C[NH+]=CC=1.[O-][Cr](Cl)(=O)=O. The catalyst is C(Cl)Cl. The product is [F:11][C:6]1[CH:5]=[C:4]([C:2](=[O:1])[CH3:3])[CH:9]=[CH:8][C:7]=1[CH3:10]. The yield is 0.860. (4) The reactants are [NH2:1][C:2]1[CH:7]=[CH:6][CH:5]=[CH:4][CH:3]=1.[Li+].C[Si]([N-][Si](C)(C)C)(C)C.CS[CH:20]1[CH:29]([C:30]([O:32][CH2:33][CH3:34])=[O:31])[C:28](=[O:35])[C:27]2[C:22](=[CH:23][N:24]=[CH:25][CH:26]=2)[N:21]1[C:36]1[CH:41]=[CH:40][CH:39]=[CH:38][CH:37]=1. The catalyst is C1COCC1. The product is [NH:1]([C:20]1[N:21]([C:36]2[CH:41]=[CH:40][CH:39]=[CH:38][CH:37]=2)[C:22]2[C:27]([C:28](=[O:35])[C:29]=1[C:30]([O:32][CH2:33][CH3:34])=[O:31])=[CH:26][CH:25]=[N:24][CH:23]=2)[C:2]1[CH:7]=[CH:6][CH:5]=[CH:4][CH:3]=1. The yield is 0.440. (5) The reactants are C(OC([NH:8][C:9]1[CH:10]=[C:11]([S:17]([NH2:20])(=[O:19])=[O:18])[CH:12]=[CH:13][C:14]=1[O:15][CH3:16])=O)(C)(C)C.[Cl:21][C:22]1[CH:23]=[C:24]([NH:38][C:39](OC2C=CC=CC=2)=[O:40])[C:25](=[CH:36][CH:37]=1)[C:26](OCC1C=CC=CC=1)=[O:27]. No catalyst specified. The product is [NH2:8][C:9]1[CH:10]=[C:11]([S:17]([N:20]2[C:26](=[O:27])[C:25]3[C:24](=[CH:23][C:22]([Cl:21])=[CH:37][CH:36]=3)[NH:38][C:39]2=[O:40])(=[O:18])=[O:19])[CH:12]=[CH:13][C:14]=1[O:15][CH3:16]. The yield is 0.160. (6) The reactants are [CH:1]1([C:4]2[NH:8][N:7]=[C:6]([NH:9][C:10]3[C:15]([N+:16]([O-])=O)=[CH:14][N:13]=[C:12]([C:19]4[CH:24]=[CH:23][CH:22]=[CH:21][CH:20]=4)[N:11]=3)[CH:5]=2)[CH2:3][CH2:2]1.[NH4+].[Cl-].CCO.C1COCC1. The product is [CH:1]1([C:4]2[NH:8][N:7]=[C:6]([NH:9][C:10]3[C:15]([NH2:16])=[CH:14][N:13]=[C:12]([C:19]4[CH:24]=[CH:23][CH:22]=[CH:21][CH:20]=4)[N:11]=3)[CH:5]=2)[CH2:3][CH2:2]1. The catalyst is C(Cl)Cl.[Fe].O. The yield is 0.386.